This data is from Peptide-MHC class I binding affinity with 185,985 pairs from IEDB/IMGT. The task is: Regression. Given a peptide amino acid sequence and an MHC pseudo amino acid sequence, predict their binding affinity value. This is MHC class I binding data. (1) The peptide sequence is AVREATAAF. The MHC is HLA-B57:01 with pseudo-sequence HLA-B57:01. The binding affinity (normalized) is 0.264. (2) The peptide sequence is YECTSRHFT. The MHC is HLA-A03:01 with pseudo-sequence HLA-A03:01. The binding affinity (normalized) is 0.0847. (3) The peptide sequence is ISDSNPYLTQW. The MHC is Mamu-B01 with pseudo-sequence Mamu-B01. The binding affinity (normalized) is 0. (4) The binding affinity (normalized) is 0.185. The MHC is HLA-B08:01 with pseudo-sequence HLA-B08:01. The peptide sequence is LQMENKAWLV. (5) The peptide sequence is IMMLKLLTDF. The MHC is HLA-B15:01 with pseudo-sequence HLA-B15:01. The binding affinity (normalized) is 0.729. (6) The peptide sequence is YFENSDLNL. The MHC is HLA-A30:01 with pseudo-sequence HLA-A30:01. The binding affinity (normalized) is 0.0847.